Dataset: Catalyst prediction with 721,799 reactions and 888 catalyst types from USPTO. Task: Predict which catalyst facilitates the given reaction. (1) Reactant: COC1C=CC(C[O:8][CH2:9][CH2:10][C:11]2[NH:15][N:14]=[C:13]([NH2:16])[CH:12]=2)=CC=1. Product: [NH2:16][C:13]1[CH:12]=[C:11]([CH2:10][CH2:9][OH:8])[NH:15][N:14]=1. The catalyst class is: 67. (2) Reactant: C12(CS(O)(=O)=O)C(C)(C)C(CC1)CC2=O.[CH2:16]1[C:25]2[C:20](=[CH:21][CH:22]=[CH:23][CH:24]=2)[CH2:19][CH:18]([C:26]([O:28]CC2C=CC=CC=2)=[O:27])[NH:17]1. Product: [CH2:16]1[C:25]2[C:20](=[CH:21][CH:22]=[CH:23][CH:24]=2)[CH2:19][CH:18]([C:26]([OH:28])=[O:27])[NH:17]1. The catalyst class is: 29. (3) Reactant: [CH3:1][O:2][C:3]1[CH:4]=[C:5]([CH:9]=[CH:10][C:11]=1[O:12][CH3:13])[CH2:6][NH:7][CH3:8].ClC([O:17][C:18]([Cl:21])(Cl)Cl)=O. Product: [CH3:1][O:2][C:3]1[CH:4]=[C:5]([CH:9]=[CH:10][C:11]=1[O:12][CH3:13])[CH2:6][N:7]([CH3:8])[C:18]([Cl:21])=[O:17]. The catalyst class is: 17. (4) Reactant: [F:1][C:2]1[C:3]([NH:15][C:16]([NH2:18])=[O:17])=[C:4]([CH:8]=[C:9]([O:13][CH3:14])[C:10]=1[O:11][CH3:12])[C:5](N)=[O:6].Cl. Product: [F:1][C:2]1[C:10]([O:11][CH3:12])=[C:9]([O:13][CH3:14])[CH:8]=[C:4]2[C:3]=1[NH:15][C:16](=[O:17])[NH:18][C:5]2=[O:6]. The catalyst class is: 74.